The task is: Regression/Classification. Given a drug SMILES string, predict its toxicity properties. Task type varies by dataset: regression for continuous values (e.g., LD50, hERG inhibition percentage) or binary classification for toxic/non-toxic outcomes (e.g., AMES mutagenicity, cardiotoxicity, hepatotoxicity). Dataset: ames.. This data is from Ames mutagenicity test results for genotoxicity prediction. The drug is O=[N+]([O-])c1cc2c3c(ccc4cccc(c43)CC2)c1. The result is 1 (mutagenic).